From a dataset of Full USPTO retrosynthesis dataset with 1.9M reactions from patents (1976-2016). Predict the reactants needed to synthesize the given product. (1) Given the product [CH2:13]([C:17]1[N:18]=[C:19]([CH2:45][CH3:46])[N:20]([C:39]2[CH:44]=[CH:43][CH:42]=[CH:41][CH:40]=2)[C:21](=[O:38])[C:22]=1[CH2:23][C:24]1[CH:29]=[CH:28][C:27]([C:30]2[CH:35]=[CH:34][CH:33]=[CH:32][C:31]=2[C:36]2[NH:3][C:4](=[O:7])[O:5][N:37]=2)=[CH:26][CH:25]=1)[CH2:14][CH2:15][CH3:16], predict the reactants needed to synthesize it. The reactants are: [Cl-].O[NH3+:3].[C:4](=[O:7])([O-])[OH:5].[Na+].CS(C)=O.[CH2:13]([C:17]1[N:18]=[C:19]([CH2:45][CH3:46])[N:20]([C:39]2[CH:44]=[CH:43][CH:42]=[CH:41][CH:40]=2)[C:21](=[O:38])[C:22]=1[CH2:23][C:24]1[CH:29]=[CH:28][C:27]([C:30]2[C:31]([C:36]#[N:37])=[CH:32][CH:33]=[CH:34][CH:35]=2)=[CH:26][CH:25]=1)[CH2:14][CH2:15][CH3:16]. (2) Given the product [Cl:12][C:13]1[CH:14]=[C:15]([C:1]2[O:2][C:3]3[CH:9]=[CH:8][C:7]([OH:10])=[CH:6][C:4]=3[N:5]=2)[CH:19]=[CH:20][C:21]=1[OH:22], predict the reactants needed to synthesize it. The reactants are: [CH3:1][O:2][C:3]1[CH:9]=[CH:8][C:7]([O:10]C)=[CH:6][C:4]=1[NH2:5].[Cl:12][C:13]1[CH:14]=[C:15]([CH:19]=[CH:20][C:21]=1[O:22]C)C(O)=O. (3) Given the product [CH2:1]([C@H:3]1[C@@H:7]([C:8]2[N:12]3[C:13]4[CH:19]=[CH:18][NH:17][C:14]=4[N:15]=[CH:16][C:11]3=[N:10][CH:9]=2)[CH2:6][N:5]([C:30](=[O:36])[CH2:31][CH2:32][CH2:33][C:34]#[N:35])[CH2:4]1)[CH3:2], predict the reactants needed to synthesize it. The reactants are: [CH2:1]([C@H:3]1[C@@H:7]([C:8]2[N:12]3[C:13]4[CH:19]=[CH:18][N:17](S(C5C=CC(C)=CC=5)(=O)=O)[C:14]=4[N:15]=[CH:16][C:11]3=[N:10][CH:9]=2)[CH2:6][N:5]([C:30](=[O:36])[CH2:31][CH2:32][CH2:33][C:34]#[N:35])[CH2:4]1)[CH3:2].[OH-].[Na+].C(Cl)Cl.O. (4) Given the product [CH3:11][CH:9]([CH3:10])[CH:8]([N:7]1[CH2:6][CH2:33][CH2:28][CH2:29]1)[CH2:12][O:13][C:14]1[CH:15]=[C:16]2[C:21](=[CH:22][CH:23]=1)[CH:20]=[C:19]([C:50]1[C:58]3[C:53](=[CH:54][CH:55]=[C:56]([C:59]#[N:60])[CH:57]=3)[N:52]([CH:61]3[CH2:66][CH2:65][CH2:64][CH2:63][O:62]3)[N:51]=1)[CH:18]=[CH:17]2, predict the reactants needed to synthesize it. The reactants are: C(O[C:6](=O)[NH:7][CH:8]([CH2:12][O:13][C:14]1[CH:23]=[CH:22][C:21]2[C:16](=[CH:17][CH:18]=[C:19](Br)[CH:20]=2)[CH:15]=1)[CH:9]([CH3:11])[CH3:10])(C)(C)C.B1(B2OC(C)(C)C(C)(C)O2)O[C:29](C)(C)[C:28](C)([CH3:33])O1.C([O-])(=O)C.[K+].Br[C:50]1[C:58]2[C:53](=[CH:54][CH:55]=[C:56]([C:59]#[N:60])[CH:57]=2)[N:52]([CH:61]2[CH2:66][CH2:65][CH2:64][CH2:63][O:62]2)[N:51]=1.P([O-])([O-])([O-])=O.[K+].[K+].[K+]. (5) Given the product [F:21][C:14]1[C:13]([OH:22])=[C:12]([CH2:23][CH:24]([OH:25])[CH2:26][OH:5])[CH:17]=[C:16]([N+:18]([O-:20])=[O:19])[CH:15]=1, predict the reactants needed to synthesize it. The reactants are: C[N+]1([O-])CC[O:5]CC1.C([C:12]1[CH:17]=[C:16]([N+:18]([O-:20])=[O:19])[CH:15]=[C:14]([F:21])[C:13]=1[OH:22])C=C.[CH3:23][C:24]([CH3:26])=[O:25].O.